This data is from Full USPTO retrosynthesis dataset with 1.9M reactions from patents (1976-2016). The task is: Predict the reactants needed to synthesize the given product. (1) Given the product [Cl:21][C:22]1[CH:29]=[CH:28][C:25]([N:26]([CH3:27])[C:2]2[CH:20]=[CH:19][C:5]([C:6]([C:8]3[CH:9]=[CH:10][C:11]([F:18])=[C:12]([CH:17]=3)[C:13]([O:15][CH3:16])=[O:14])=[O:7])=[CH:4][CH:3]=2)=[CH:24][CH:23]=1, predict the reactants needed to synthesize it. The reactants are: Br[C:2]1[CH:20]=[CH:19][C:5]([C:6]([C:8]2[CH:9]=[CH:10][C:11]([F:18])=[C:12]([CH:17]=2)[C:13]([O:15][CH3:16])=[O:14])=[O:7])=[CH:4][CH:3]=1.[Cl:21][C:22]1[CH:29]=[CH:28][C:25]([NH:26][CH3:27])=[CH:24][CH:23]=1. (2) Given the product [CH2:1]([O:8][C:9](=[O:10])[NH:12][C:13]1[CH:18]=[CH:17][CH:16]=[C:15]([C:19]2[N:20]=[CH:21][N:22]([CH3:34])[C:23]=2[C:24]2[S:33][C:27]3[N:28]=[CH:29][N:30]=[C:31]([NH2:32])[C:26]=3[CH:25]=2)[CH:14]=1)[C:2]1[CH:7]=[CH:6][CH:5]=[CH:4][CH:3]=1, predict the reactants needed to synthesize it. The reactants are: [CH2:1]([O:8][C:9](Cl)=[O:10])[C:2]1[CH:7]=[CH:6][CH:5]=[CH:4][CH:3]=1.[NH2:12][C:13]1[CH:14]=[C:15]([C:19]2[N:20]=[CH:21][N:22]([CH3:34])[C:23]=2[C:24]2[S:33][C:27]3[N:28]=[CH:29][N:30]=[C:31]([NH2:32])[C:26]=3[CH:25]=2)[CH:16]=[CH:17][CH:18]=1.N1C=CC=CC=1. (3) Given the product [F:29][C:20]1[CH:21]=[CH:22][CH:23]=[C:24]([C:25]([F:26])([F:27])[F:28])[C:19]=1[CH2:18][NH:1][C:2]1[CH:16]=[CH:15][C:5]2[C:6](=[O:14])[NH:7][C:8]3[C:13]([C:4]=2[CH:3]=1)=[CH:12][CH:11]=[CH:10][N:9]=3, predict the reactants needed to synthesize it. The reactants are: [NH2:1][C:2]1[CH:16]=[CH:15][C:5]2[C:6](=[O:14])[NH:7][C:8]3[C:13]([C:4]=2[CH:3]=1)=[CH:12][CH:11]=[CH:10][N:9]=3.Br[CH2:18][C:19]1[C:24]([C:25]([F:28])([F:27])[F:26])=[CH:23][CH:22]=[CH:21][C:20]=1[F:29]. (4) Given the product [CH2:1]([O:3][C:4](=[O:31])[CH2:5][C:6]([C:7]1[N:18]([CH2:19][CH2:20][OH:21])[C:10]2[C:9]([CH:8]=1)=[CH:14][C:13]([N+:15]([O-:17])=[O:16])=[CH:12][CH:11]=2)([CH3:30])[CH3:29])[CH3:2], predict the reactants needed to synthesize it. The reactants are: [CH2:1]([O:3][C:4](=[O:31])[CH2:5][C:6]([CH3:30])([CH3:29])[C:7]#[C:8][C:9]1[CH:14]=[C:13]([N+:15]([O-:17])=[O:16])[CH:12]=[CH:11][C:10]=1[NH:18][CH2:19][CH2:20][O:21][Si](C(C)(C)C)(C)C)[CH3:2].CCCC[N+](CCCC)(CCCC)CCCC.[F-].